From a dataset of Full USPTO retrosynthesis dataset with 1.9M reactions from patents (1976-2016). Predict the reactants needed to synthesize the given product. (1) Given the product [F:1][C:2]1[C:7]([F:8])=[CH:6][CH:5]=[CH:4][C:3]=1[C@:9]1([CH2:10][F:11])[CH:12]=[CH:13][S:29][C:28]([NH2:27])=[N:18]1, predict the reactants needed to synthesize it. The reactants are: [F:1][C:2]1[C:7]([F:8])=[CH:6][CH:5]=[CH:4][C:3]=1[C@@:9]([NH2:18])([CH2:12][CH:13](OC)OC)[CH2:10][F:11].C([N:27]=[C:28]=[S:29])(=O)C1C=CC=CC=1.S(=O)(=O)(O)O.[OH-].[Na+]. (2) Given the product [Cl:1][C:2]1[C:7]([F:8])=[C:6]([Cl:9])[CH:5]=[CH:4][C:3]=1[C:10]([N:12]1[CH2:17][CH2:16][N:15]2[C:37]([C:33]3[N:34]=[CH:35][S:36][C:32]=3[CH3:31])=[N:39][N:40]=[C:14]2[CH2:13]1)=[O:11], predict the reactants needed to synthesize it. The reactants are: [Cl:1][C:2]1[C:7]([F:8])=[C:6]([Cl:9])[CH:5]=[CH:4][C:3]=1[C:10]([N:12]1[CH2:17][CH2:16][NH:15][C:14](=O)[CH2:13]1)=[O:11].F[B-](F)(F)F.C([O+](CC)CC)C.[CH3:31][C:32]1[S:36][CH:35]=[N:34][C:33]=1[C:37]([NH:39][NH2:40])=O. (3) Given the product [CH2:1]1[CH:5]2[C@@H:6]3[CH:10]=[CH:9][C@H:8]([CH:4]2[CH:3]=[CH:2]1)[CH2:7]3, predict the reactants needed to synthesize it. The reactants are: [CH2:1]1[CH:5]2[CH:6]3[CH:10]=[CH:9][CH:8]([CH:4]2[CH:3]=[CH:2]1)[CH2:7]3.ClC(Cl)(Cl)C(Cl)(Cl)Cl.C1(C#C)C=CC=CC=1. (4) The reactants are: [Li]CCCC.[Si:6]([O:13][CH2:14][CH2:15][O:16][C:17]1[S:18][CH:19]=[CH:20][N:21]=1)([C:9]([CH3:12])([CH3:11])[CH3:10])([CH3:8])[CH3:7].CN([CH:25]=[O:26])C.O. Given the product [C:9]([Si:6]([CH3:7])([CH3:8])[O:13][CH2:14][CH2:15][O:16][C:17]1[S:18][C:19]([CH:25]=[O:26])=[CH:20][N:21]=1)([CH3:12])([CH3:10])[CH3:11], predict the reactants needed to synthesize it. (5) Given the product [CH3:7][N:8]([CH2:12][C:13]([O:15][C:1](=[O:5])[CH2:2][N:8]([CH3:7])[C:9]([NH2:11])=[NH:10])=[O:14])[C:9]([NH2:11])=[NH:10], predict the reactants needed to synthesize it. The reactants are: [C:1](Cl)(=[O:5])[CH2:2]CC.[CH3:7][N:8]([CH2:12][C:13]([O-:15])=[O:14])[C:9]([NH2:11])=[NH:10].[Na+].